Predict the product of the given reaction. From a dataset of Forward reaction prediction with 1.9M reactions from USPTO patents (1976-2016). (1) Given the reactants Cl[C:2]1[C:7]2[C:8]([C:19]([NH:21][CH3:22])=[O:20])=[N:9][N:10]([CH2:11][O:12][CH2:13][CH2:14][Si:15]([CH3:18])([CH3:17])[CH3:16])[C:6]=2[CH:5]=[C:4]([C:23]2[CH:28]=[C:27]([F:29])[C:26]([O:30][CH3:31])=[CH:25][C:24]=2[CH2:32][C:33]([F:36])([F:35])[F:34])[N:3]=1.[NH2:37][CH2:38][C:39]1[C:40]([N:45]([CH3:55])[S:46]([C:49]2[CH:54]=[CH:53][CH:52]=[CH:51][CH:50]=2)(=[O:48])=[O:47])=[N:41][CH:42]=[CH:43][N:44]=1.CCN(C(C)C)C(C)C, predict the reaction product. The product is: [F:29][C:27]1[C:26]([O:30][CH3:31])=[CH:25][C:24]([CH2:32][C:33]([F:36])([F:35])[F:34])=[C:23]([C:4]2[N:3]=[C:2]([NH:37][CH2:38][C:39]3[C:40]([N:45]([CH3:55])[S:46]([C:49]4[CH:50]=[CH:51][CH:52]=[CH:53][CH:54]=4)(=[O:48])=[O:47])=[N:41][CH:42]=[CH:43][N:44]=3)[C:7]3[C:8]([C:19]([NH:21][CH3:22])=[O:20])=[N:9][N:10]([CH2:11][O:12][CH2:13][CH2:14][Si:15]([CH3:18])([CH3:17])[CH3:16])[C:6]=3[CH:5]=2)[CH:28]=1. (2) The product is: [OH:8][CH2:9][CH:10]1[CH2:18][C:17]2[C:12](=[CH:13][CH:14]=[C:15]([N:19]3[CH2:23][C@H:22]([CH2:24][NH:25][C:26](=[O:28])[CH3:27])[O:21][C:20]3=[O:29])[CH:16]=2)[N:11]1[CH:30]=[O:31]. Given the reactants [Si]([O:8][CH2:9][CH:10]1[CH2:18][C:17]2[C:12](=[CH:13][CH:14]=[C:15]([N:19]3[CH2:23][C@H:22]([CH2:24][NH:25][C:26](=[O:28])[CH3:27])[O:21][C:20]3=[O:29])[CH:16]=2)[N:11]1[CH:30]=[O:31])(C(C)(C)C)(C)C.[F-].C([N+](CCCC)(CCCC)CCCC)CCC, predict the reaction product. (3) Given the reactants [F:1][C:2]([F:15])([F:14])[C:3]([C:6]1[CH:11]=[CH:10][C:9]([CH:12]=[CH2:13])=[CH:8][CH:7]=1)([CH3:5])[CH3:4].CN1C=CN=C1.[CH2:22]([O:24][C:25](=[O:29])[CH:26]=[N+]=[N-])[CH3:23], predict the reaction product. The product is: [F:1][C:2]([F:14])([F:15])[C:3]([C:6]1[CH:11]=[CH:10][C:9]([CH:12]2[CH2:13][CH:26]2[C:25]([O:24][CH2:22][CH3:23])=[O:29])=[CH:8][CH:7]=1)([CH3:4])[CH3:5]. (4) The product is: [CH3:1][C:2]1[CH:7]=[CH:6][C:5]([S:8]([NH:11][C:12](=[O:36])[O:13][CH2:14][CH2:15][C:16]2[CH:21]=[CH:20][C:19]([N:22]3[C:26]([CH3:27])=[C:25]([C:28]4[CH:33]=[CH:32][C:31]([Cl:37])=[CH:30][CH:29]=4)[C:24]([CH3:35])=[N:23]3)=[CH:18][CH:17]=2)(=[O:10])=[O:9])=[CH:4][CH:3]=1. Given the reactants [CH3:1][C:2]1[CH:7]=[CH:6][C:5]([S:8]([NH:11][C:12](=[O:36])[O:13][CH2:14][CH2:15][C:16]2[CH:21]=[CH:20][C:19]([N:22]3[C:26]([CH3:27])=[C:25]([C:28]4[CH:33]=[CH:32][C:31](F)=[CH:30][CH:29]=4)[C:24]([CH3:35])=[N:23]3)=[CH:18][CH:17]=2)(=[O:10])=[O:9])=[CH:4][CH:3]=1.[Cl:37]C1C=CC(B(O)O)=CC=1, predict the reaction product.